From a dataset of Peptide-MHC class II binding affinity with 134,281 pairs from IEDB. Regression. Given a peptide amino acid sequence and an MHC pseudo amino acid sequence, predict their binding affinity value. This is MHC class II binding data. (1) The peptide sequence is ANAIFKLTYQNKVVKVQ. The MHC is DRB1_0401 with pseudo-sequence DRB1_0401. The binding affinity (normalized) is 0.448. (2) The peptide sequence is LQLQPFPQPQLPYPQPQLPY. The MHC is DRB1_1101 with pseudo-sequence DRB1_1101. The binding affinity (normalized) is 0.